Dataset: Full USPTO retrosynthesis dataset with 1.9M reactions from patents (1976-2016). Task: Predict the reactants needed to synthesize the given product. (1) Given the product [O:11]=[C:4]1[C:5]2[CH:10]=[CH:9][CH:8]=[CH:7][C:6]=2[C:2](=[O:1])[N:3]1[C:12]1[CH:17]=[CH:16][C:15]([S:18]([NH:21][C:29]([NH:30][C:25]2[CH:24]=[CH:23][CH:22]=[CH:32][CH:31]=2)=[O:40])(=[O:19])=[O:20])=[CH:14][CH:13]=1, predict the reactants needed to synthesize it. The reactants are: [O:1]=[C:2]1[C:6]2[CH:7]=[CH:8][CH:9]=[CH:10][C:5]=2[C:4](=[O:11])[N:3]1[C:12]1[CH:17]=[CH:16][C:15]([S:18]([NH2:21])(=[O:20])=[O:19])=[CH:14][CH:13]=1.[CH2:22]1[CH2:32][CH2:31][N:30]2[C:25](=NCC[CH2:29]2)[CH2:24][CH2:23]1.C1(S(N=C=O)(=O)=[O:40])C=CC=CC=1.Cl. (2) Given the product [NH2:1][C:2]1[C:7]2[C:8]([C:11]3[CH:16]=[CH:15][C:14]([NH:17][C:18]([C:20]4[N:21]([CH3:29])[C:22]5[C:27]([CH:28]=4)=[CH:26][CH:25]=[CH:24][CH:23]=5)=[O:19])=[C:13]([O:30][CH3:31])[CH:12]=3)=[CH:9][S:10][C:6]=2[C:5]([C:32]2[CH:33]=[CH:34][C:35]([CH2:38][OH:39])=[CH:36][CH:37]=2)=[CH:4][N:3]=1, predict the reactants needed to synthesize it. The reactants are: [NH2:1][C:2]1[C:7]2[C:8]([C:11]3[CH:16]=[CH:15][C:14]([NH:17][C:18]([C:20]4[N:21]([CH3:29])[C:22]5[C:27]([CH:28]=4)=[CH:26][CH:25]=[CH:24][CH:23]=5)=[O:19])=[C:13]([O:30][CH3:31])[CH:12]=3)=[CH:9][S:10][C:6]=2[C:5]([C:32]2[CH:37]=[CH:36][C:35]([CH:38]=[O:39])=[CH:34][CH:33]=2)=[CH:4][N:3]=1.[BH4-].[Na+].CO. (3) Given the product [Cl:14][C:6]1[CH:7]=[C:8]([C:10]([F:13])([F:12])[F:11])[CH:9]=[C:2]2[C:3]=1[C:4]([NH2:5])=[N:21][NH:22]2, predict the reactants needed to synthesize it. The reactants are: Cl[C:2]1[CH:9]=[C:8]([C:10]([F:13])([F:12])[F:11])[CH:7]=[C:6]([Cl:14])[C:3]=1[C:4]#[N:5].C([O-])(=O)C.[Na+].O.[NH2:21][NH2:22].Cl. (4) Given the product [OH:1][CH:2]1[CH2:3][N:4]([C:6]([N:8]2[CH2:13][CH:12]([C:14]3[CH:15]=[CH:16][C:17]([C:20]([F:22])([F:23])[F:21])=[CH:18][CH:19]=3)[CH2:11][CH:10]([C:24]3[O:26][N:34]=[C:32]([CH2:31][CH2:30][O:29][CH2:27][CH3:28])[N:33]=3)[CH2:9]2)=[O:7])[CH2:5]1, predict the reactants needed to synthesize it. The reactants are: [OH:1][CH:2]1[CH2:5][N:4]([C:6]([N:8]2[CH2:13][CH:12]([C:14]3[CH:19]=[CH:18][C:17]([C:20]([F:23])([F:22])[F:21])=[CH:16][CH:15]=3)[CH2:11][CH:10]([C:24]([OH:26])=O)[CH2:9]2)=[O:7])[CH2:3]1.[CH2:27]([O:29][CH2:30][CH2:31][C:32](=[N:34]O)[NH2:33])[CH3:28]. (5) Given the product [CH3:33][C:32]([S@@:30]([NH:29][C@@H:28]([C:2](=[CH2:13])[CH2:3][CH2:4][O:5][Si:6]([CH3:8])([CH3:7])[C:9]([CH3:10])([CH3:11])[CH3:12])[CH2:27][O:26][Si:19]([CH3:21])([CH3:20])[C:22]([CH3:25])([CH3:24])[CH3:23])=[O:31])([CH3:35])[CH3:34], predict the reactants needed to synthesize it. The reactants are: Br[C:2](=[CH2:13])[CH2:3][CH2:4][O:5][Si:6]([C:9]([CH3:12])([CH3:11])[CH3:10])([CH3:8])[CH3:7].C([Li])(C)(C)C.[Si:19]([O:26][CH2:27]/[CH:28]=[N:29]/[S@:30]([C:32]([CH3:35])([CH3:34])[CH3:33])=[O:31])([C:22]([CH3:25])([CH3:24])[CH3:23])([CH3:21])[CH3:20]. (6) The reactants are: [Cl:1][C:2]1[CH:7]=[CH:6][C:5]([C:8]2[CH:13]=[CH:12][C:11]([C:14]([C:16]3[S:17][CH:18]=[CH:19][C:20]=3[CH2:21][C:22]([O:24]CC)=[O:23])=[O:15])=[CH:10][N:9]=2)=[CH:4][CH:3]=1.[OH-].[Na+]. Given the product [Cl:1][C:2]1[CH:3]=[CH:4][C:5]([C:8]2[CH:13]=[CH:12][C:11]([C:14]([C:16]3[S:17][CH:18]=[CH:19][C:20]=3[CH2:21][C:22]([OH:24])=[O:23])=[O:15])=[CH:10][N:9]=2)=[CH:6][CH:7]=1, predict the reactants needed to synthesize it. (7) Given the product [NH:1]1[C:5]2[CH:6]=[CH:7][C:8]([N:10]3[CH:15]([C:14]4[C:17]([F:20])=[CH:18][CH:19]=[C:12]([Cl:11])[C:13]=4[F:21])[C:34](=[N:33][CH:35]([CH3:40])[C:36]([CH3:39])([CH3:38])[CH3:37])[NH:25][C:24]3=[O:22])=[CH:9][C:4]=2[N:3]=[CH:2]1, predict the reactants needed to synthesize it. The reactants are: [NH:1]1[C:5]2[CH:6]=[CH:7][C:8]([NH2:10])=[CH:9][C:4]=2[N:3]=[CH:2]1.[Cl:11][C:12]1[C:13]([F:21])=[C:14]([C:17]([F:20])=[CH:18][CH:19]=1)[CH:15]=O.[O:22]([C:24]#[N:25])[K].Cl.N1C=CC=CC=1.[N+:33]([CH:35]([CH3:40])[C:36]([CH3:39])([CH3:38])[CH3:37])#[C-:34]. (8) Given the product [CH3:1][C:2]([O:4][CH2:5][C:6]([C@:8]1([OH:29])[C@@:12]2([CH3:28])[CH2:13][C@H:14]([OH:27])[C@@H:15]3[C@:25]4([CH3:26])[C:19](=[CH:20][C:21]([CH2:23][CH2:24]4)=[O:22])[CH2:18][CH2:17][C@H:16]3[C@@H:11]2[CH2:10][CH2:9]1)=[O:7])=[O:3].[CH:30]1[C:35]([Cl:36])=[CH:34][C:33]([Cl:37])=[C:32]([CH2:38][O:39][CH:40]([C:47]2[CH:48]=[CH:49][C:50]([Cl:54])=[CH:51][C:52]=2[Cl:53])[CH2:41][N:42]2[CH:46]=[N:45][CH:44]=[CH:43]2)[CH:31]=1.[N+:55]([O-:58])([OH:57])=[O:56], predict the reactants needed to synthesize it. The reactants are: [CH3:1][C:2]([O:4][CH2:5][C:6]([C@:8]1([OH:29])[C@@:12]2([CH3:28])[CH2:13][C@H:14]([OH:27])[C@@H:15]3[C@:25]4([CH3:26])[C:19](=[CH:20][C:21]([CH2:23][CH2:24]4)=[O:22])[CH2:18][CH2:17][C@H:16]3[C@@H:11]2[CH2:10][CH2:9]1)=[O:7])=[O:3].[CH:30]1[C:35]([Cl:36])=[CH:34][C:33]([Cl:37])=[C:32]([CH2:38][O:39][CH:40]([C:47]2[CH:48]=[CH:49][C:50]([Cl:54])=[CH:51][C:52]=2[Cl:53])[CH2:41][N:42]2[CH:46]=[N:45][CH:44]=[CH:43]2)[CH:31]=1.[N+:55]([O-:58])([OH:57])=[O:56]. (9) Given the product [CH3:16][C:17]1[CH:18]=[C:19]([CH:20]=[CH:21][C:22]=1[S:23][CH3:24])[O:25][C:2]1[CH:11]=[CH:10][C:9]([S:12](=[O:15])(=[O:14])[NH2:13])=[CH:8][C:3]=1[C:4]([O:6][CH3:7])=[O:5], predict the reactants needed to synthesize it. The reactants are: F[C:2]1[CH:11]=[CH:10][C:9]([S:12](=[O:15])(=[O:14])[NH2:13])=[CH:8][C:3]=1[C:4]([O:6][CH3:7])=[O:5].[CH3:16][C:17]1[CH:18]=[C:19]([OH:25])[CH:20]=[CH:21][C:22]=1[S:23][CH3:24].C(=O)([O-])[O-].[K+].[K+].Cl. (10) Given the product [Br:14][C:15]1[C:23]2[O:22][CH:21]=[C:20]([CH2:24][N:11]3[CH2:10][CH2:9][N:8]([C:1]([O:3][C:4]([CH3:7])([CH3:6])[CH3:5])=[O:2])[CH2:13][CH2:12]3)[C:19]=2[CH:18]=[CH:17][CH:16]=1, predict the reactants needed to synthesize it. The reactants are: [C:1]([N:8]1[CH2:13][CH2:12][NH:11][CH2:10][CH2:9]1)([O:3][C:4]([CH3:7])([CH3:6])[CH3:5])=[O:2].[Br:14][C:15]1[C:23]2[O:22][CH:21]=[C:20]([CH:24]=O)[C:19]=2[CH:18]=[CH:17][CH:16]=1.[BH-](OC(C)=O)(OC(C)=O)OC(C)=O.[Na+].